Dataset: Forward reaction prediction with 1.9M reactions from USPTO patents (1976-2016). Task: Predict the product of the given reaction. (1) Given the reactants [C:1]([O:4][C:5]1[CH:6]=[C:7]2[C:12](=[CH:13][C:14]=1[O:15][CH3:16])[N:11]=[C:10]([C:17]1[CH:22]=[CH:21][CH:20]=[C:19]([N+:23]([O-:25])=[O:24])[CH:18]=1)[NH:9][C:8]2=O)(=[O:3])[CH3:2].S(Cl)([Cl:29])=O, predict the reaction product. The product is: [C:1]([O:4][C:5]1[CH:6]=[C:7]2[C:12](=[CH:13][C:14]=1[O:15][CH3:16])[N:11]=[C:10]([C:17]1[CH:22]=[CH:21][CH:20]=[C:19]([N+:23]([O-:25])=[O:24])[CH:18]=1)[N:9]=[C:8]2[Cl:29])(=[O:3])[CH3:2]. (2) Given the reactants [CH3:1][O:2][C:3]1[CH:8]=[CH:7][C:6]([CH:9]([C:17]2[CH:22]=[CH:21][CH:20]=[CH:19][CH:18]=2)[O:10][CH:11]2[CH2:16][CH2:15][NH:14][CH2:13][CH2:12]2)=[CH:5][CH:4]=1.Cl[CH2:24][C:25]1[CH:26]=[C:27]([CH:33]=[CH:34][N:35]=1)[C:28]([O:30][CH2:31][CH3:32])=[O:29].C(#N)C.C(N(CC)CC)C, predict the reaction product. The product is: [CH3:1][O:2][C:3]1[CH:4]=[CH:5][C:6]([CH:9]([C:17]2[CH:22]=[CH:21][CH:20]=[CH:19][CH:18]=2)[O:10][CH:11]2[CH2:12][CH2:13][N:14]([CH2:24][C:25]3[CH:26]=[C:27]([CH:33]=[CH:34][N:35]=3)[C:28]([O:30][CH2:31][CH3:32])=[O:29])[CH2:15][CH2:16]2)=[CH:7][CH:8]=1. (3) Given the reactants [C:1]1(=[O:11])[NH:5][C:4](=[O:6])[C:3]2=[CH:7][CH:8]=[CH:9][CH:10]=[C:2]12.[K].[Cl:13][C:14]1[C:22]([CH2:23]Cl)=[CH:21][C:17]2[O:18][CH2:19][O:20][C:16]=2[CH:15]=1, predict the reaction product. The product is: [Cl:13][C:14]1[C:22]([CH2:23][N:5]2[C:1](=[O:11])[C:2]3[C:3](=[CH:7][CH:8]=[CH:9][CH:10]=3)[C:4]2=[O:6])=[CH:21][C:17]2[O:18][CH2:19][O:20][C:16]=2[CH:15]=1. (4) Given the reactants Cl[C:2]1[N:7]=[C:6]([N:8]2[CH2:13][CH2:12][O:11][CH2:10][C@@H:9]2[CH3:14])[CH:5]=[C:4]([CH2:15][S:16]([CH3:19])(=[O:18])=[O:17])[N:3]=1.O.[NH2:21][C:22]1[CH:23]=[C:24](B(O)O)[CH:25]=[CH:26][CH:27]=1.C(=O)([O-])[O-].[Na+].[Na+], predict the reaction product. The product is: [CH3:14][C@H:9]1[CH2:10][O:11][CH2:12][CH2:13][N:8]1[C:6]1[CH:5]=[C:4]([CH2:15][S:16]([CH3:19])(=[O:18])=[O:17])[N:3]=[C:2]([C:26]2[CH:27]=[C:22]([CH:23]=[CH:24][CH:25]=2)[NH2:21])[N:7]=1. (5) Given the reactants CO.Cl[C:4]1[C:9]([N+:10]([O-:12])=[O:11])=[CH:8][CH:7]=[CH:6][N:5]=1.[CH3:13][S-:14].[Na+], predict the reaction product. The product is: [CH3:13][S:14][C:4]1[C:9]([N+:10]([O-:12])=[O:11])=[CH:8][CH:7]=[CH:6][N:5]=1. (6) Given the reactants C([O:8][C:9]1[CH:10]=[CH:11][CH:12]=[C:13]2[C:18]=1[N:17]=[C:16]([CH3:19])[CH:15]=[C:14]2[O:20][CH2:21][C:22]([O:24][CH2:25][CH3:26])=[O:23])C1C=CC=CC=1, predict the reaction product. The product is: [OH:8][C:9]1[CH:10]=[CH:11][CH:12]=[C:13]2[C:18]=1[N:17]=[C:16]([CH3:19])[CH:15]=[C:14]2[O:20][CH2:21][C:22]([O:24][CH2:25][CH3:26])=[O:23]. (7) The product is: [NH2:1][C:2]1[N:3]=[CH:4][C:5]([C:8]2[N:9]=[C:10]([N:28]3[CH2:33][CH2:32][O:31][CH2:30][CH2:29]3)[C:11]3[S:16][C:15]([C:17]4[CH:18]=[C:19]([CH2:23][C:24]([N:38]5[CH2:39][CH2:40][N:35]([CH3:34])[CH2:36][CH2:37]5)=[O:25])[CH:20]=[CH:21][CH:22]=4)=[C:14]([CH3:27])[C:12]=3[N:13]=2)=[CH:6][N:7]=1. Given the reactants [NH2:1][C:2]1[N:7]=[CH:6][C:5]([C:8]2[N:9]=[C:10]([N:28]3[CH2:33][CH2:32][O:31][CH2:30][CH2:29]3)[C:11]3[S:16][C:15]([C:17]4[CH:18]=[C:19]([CH2:23][C:24](O)=[O:25])[CH:20]=[CH:21][CH:22]=4)=[C:14]([CH3:27])[C:12]=3[N:13]=2)=[CH:4][N:3]=1.[CH3:34][N:35]1[CH2:40][CH2:39][NH:38][CH2:37][CH2:36]1, predict the reaction product. (8) Given the reactants [CH2:1]([O:8][C:9]1[CH:10]=[C:11]([CH2:29][CH2:30][CH2:31][C:32]#[N:33])[CH:12]=[CH:13][C:14]=1[N:15]1[CH2:19][C:18](=[O:20])[N:17](CC[Si](C)(C)C)[S:16]1(=[O:28])=[O:27])[C:2]1[CH:7]=[CH:6][CH:5]=[CH:4][CH:3]=1.CCCC[N+](CCCC)(CCCC)CCCC.[F-].Cl, predict the reaction product. The product is: [CH2:1]([O:8][C:9]1[CH:10]=[C:11]([CH2:29][CH2:30][CH2:31][C:32]#[N:33])[CH:12]=[CH:13][C:14]=1[N:15]1[CH2:19][C:18](=[O:20])[NH:17][S:16]1(=[O:28])=[O:27])[C:2]1[CH:3]=[CH:4][CH:5]=[CH:6][CH:7]=1. (9) Given the reactants [Cl:1][C:2]1[CH:11]=[C:10]2[C:5]([C:6](=[O:26])[N:7]([S:13]([C:16]3[CH:17]=[C:18]([OH:25])[C:19](=[CH:23][CH:24]=3)[C:20]([OH:22])=[O:21])(=[O:15])=[O:14])[C:8](=[O:12])[NH:9]2)=[CH:4][CH:3]=1.[OH-].[Na+:28].O, predict the reaction product. The product is: [Na+:28].[Cl:1][C:2]1[CH:11]=[C:10]2[C:5]([C:6](=[O:26])[N:7]([S:13]([C:16]3[CH:17]=[C:18]([OH:25])[C:19](=[CH:23][CH:24]=3)[C:20]([O-:22])=[O:21])(=[O:15])=[O:14])[C:8](=[O:12])[NH:9]2)=[CH:4][CH:3]=1.